Dataset: CYP1A2 inhibition data for predicting drug metabolism from PubChem BioAssay. Task: Regression/Classification. Given a drug SMILES string, predict its absorption, distribution, metabolism, or excretion properties. Task type varies by dataset: regression for continuous measurements (e.g., permeability, clearance, half-life) or binary classification for categorical outcomes (e.g., BBB penetration, CYP inhibition). Dataset: cyp1a2_veith. (1) The compound is Cc1ccc(C(=O)N2CCN(c3ccc(C(F)(F)F)cn3)CC2)cc1. The result is 1 (inhibitor). (2) The molecule is COc1ccc(C(=O)Nc2ccc3c(c2)nc(CN2CCN(C(C)=O)CC2)n3C)cc1. The result is 0 (non-inhibitor). (3) The compound is O=C(Nc1ccccc1)[C@@]12C[C@@H]1/C(=N/O)c1ccccc1O2. The result is 1 (inhibitor). (4) The drug is O=c1cnc2cncnc2n1Cc1ccccc1. The result is 1 (inhibitor). (5) The compound is O=C(O)c1cc(=O)[nH]c(=S)[nH]1. The result is 0 (non-inhibitor). (6) The molecule is COc1cc([C@H](O)CO)ccc1O. The result is 0 (non-inhibitor).